Task: Predict the reaction yield, written as a fraction of the theoretical maximum amount of product (1.0 means a 100% yield; for example, 0.34 means a 34% yield).. Dataset: Reaction yield outcomes from USPTO patents with 853,638 reactions (1) The reactants are [NH2:1][C:2]1[N:7]=[C:6](O)[C:5]([C:9]#[N:10])=[C:4]([C:11]2[CH:16]=[CH:15][CH:14]=[C:13]([O:17][CH2:18][C:19]3[CH:24]=[CH:23][CH:22]=[CH:21][CH:20]=3)[CH:12]=2)[N:3]=1.C([O-])(O)=O.[Na+].O=P(Cl)(Cl)[Cl:32]. No catalyst specified. The product is [NH2:1][C:2]1[N:7]=[C:6]([Cl:32])[C:5]([C:9]#[N:10])=[C:4]([C:11]2[CH:16]=[CH:15][CH:14]=[C:13]([O:17][CH2:18][C:19]3[CH:24]=[CH:23][CH:22]=[CH:21][CH:20]=3)[CH:12]=2)[N:3]=1. The yield is 0.200. (2) The reactants are Br[C:2]1[CH:7]=[CH:6][C:5]([NH:8][C:9]2[O:10][C:11]3[CH:17]=[CH:16][C:15]([Cl:18])=[CH:14][C:12]=3[N:13]=2)=[CH:4][CH:3]=1.[B:19]1([B:19]2[O:23][C:22]([CH3:25])([CH3:24])[C:21]([CH3:27])([CH3:26])[O:20]2)[O:23][C:22]([CH3:25])([CH3:24])[C:21]([CH3:27])([CH3:26])[O:20]1.C([O-])(=O)C.[K+].ClCCl. The catalyst is CN(C)C=O.[Pd].C1C=CC(P(C2C=CC=CC=2)[C-]2C=CC=C2)=CC=1.C1C=CC(P(C2C=CC=CC=2)[C-]2C=CC=C2)=CC=1.Cl[Pd]Cl.[Fe+2]. The product is [CH3:26][C:21]1([CH3:27])[C:22]([CH3:25])([CH3:24])[O:23][B:19]([C:2]2[CH:7]=[CH:6][C:5]([NH:8][C:9]3[O:10][C:11]4[CH:17]=[CH:16][C:15]([Cl:18])=[CH:14][C:12]=4[N:13]=3)=[CH:4][CH:3]=2)[O:20]1. The yield is 0.520. (3) The reactants are [Br:1][C:2]1[CH:3]=[C:4]([CH:7]=[CH:8][C:9]=1F)[CH:5]=[O:6].[NH:11]1[CH2:16][CH2:15][O:14][CH2:13][CH2:12]1.C([O-])([O-])=O.[K+].[K+]. The catalyst is N1C=CC=CC=1. The product is [Br:1][C:2]1[CH:3]=[C:4]([CH:7]=[CH:8][C:9]=1[N:11]1[CH2:16][CH2:15][O:14][CH2:13][CH2:12]1)[CH:5]=[O:6]. The yield is 0.580.